From a dataset of Peptide-MHC class I binding affinity with 185,985 pairs from IEDB/IMGT. Regression. Given a peptide amino acid sequence and an MHC pseudo amino acid sequence, predict their binding affinity value. This is MHC class I binding data. (1) The peptide sequence is IMTGDTPINIF. The MHC is Mamu-B17 with pseudo-sequence Mamu-B17. The binding affinity (normalized) is 0. (2) The MHC is HLA-A80:01 with pseudo-sequence HLA-A80:01. The binding affinity (normalized) is 0.0847. The peptide sequence is AESICSYWL. (3) The peptide sequence is ATAWRTGGY. The MHC is HLA-B15:17 with pseudo-sequence HLA-B15:17. The binding affinity (normalized) is 1.00. (4) The peptide sequence is SKSMRDQRK. The MHC is HLA-A03:01 with pseudo-sequence HLA-A03:01. The binding affinity (normalized) is 0. (5) The peptide sequence is TFDHTLMSIVS. The MHC is H-2-Kb with pseudo-sequence H-2-Kb. The binding affinity (normalized) is 0.405. (6) The peptide sequence is KLINTLFHA. The MHC is HLA-A69:01 with pseudo-sequence HLA-A69:01. The binding affinity (normalized) is 0.0847. (7) The peptide sequence is ELWCRQPPYR. The MHC is HLA-A33:01 with pseudo-sequence HLA-A33:01. The binding affinity (normalized) is 0.733.